This data is from Reaction yield outcomes from USPTO patents with 853,638 reactions. The task is: Predict the reaction yield, written as a fraction of the theoretical maximum amount of product (1.0 means a 100% yield; for example, 0.34 means a 34% yield). (1) The yield is 0.870. The catalyst is ClCCl.C1(C)C=CC(S(Cl)(=O)=O)=CC=1.C(N(CC)CC)C. The reactants are C(N(CC)CC)C.[Cl:8][C:9]1[C:10]([N:15]2[CH:19]([C:20]([O:22][CH2:23][CH3:24])=[O:21])[CH2:18][C:17](=[O:25])[NH:16]2)=[N:11][CH:12]=[CH:13][CH:14]=1.[C:26]1([CH3:36])[CH:31]=[CH:30][C:29]([S:32](Cl)(=[O:34])=[O:33])=[CH:28][CH:27]=1. The product is [Cl:8][C:9]1[C:10]([N:15]2[CH:19]([C:20]([O:22][CH2:23][CH3:24])=[O:21])[CH2:18][C:17]([O:25][S:32]([C:29]3[CH:30]=[CH:31][C:26]([CH3:36])=[CH:27][CH:28]=3)(=[O:34])=[O:33])=[N:16]2)=[N:11][CH:12]=[CH:13][CH:14]=1. (2) The reactants are [Cl:1][C:2]1[N:3]=[C:4]2[C:9](=[CH:10][CH:11]=1)[N:8]=[CH:7][C:6]([C:12](=[O:14])[CH3:13])=[C:5]2[NH:15][C@H:16]1[CH2:21][CH2:20][C@H:19]([CH2:22][N:23]([CH3:25])[CH3:24])[CH2:18][CH2:17]1.[Cl:26][C:27]1[CH:32]=[C:31](B2OC(C)(C)C(C)(C)O2)[CH:30]=[C:29]([O:42][CH3:43])[C:28]=1[OH:44].C1(N)C(F)=C(F)C(F)=C(N)C=1F.Cl.Cl. No catalyst specified. The product is [ClH:1].[ClH:26].[Cl:26][C:27]1[CH:32]=[C:31]([C:2]2[N:3]=[C:4]3[C:9](=[CH:10][CH:11]=2)[N:8]=[CH:7][C:6]([C:12](=[O:14])[CH3:13])=[C:5]3[NH:15][C@H:16]2[CH2:17][CH2:18][C@H:19]([CH2:22][N:23]([CH3:24])[CH3:25])[CH2:20][CH2:21]2)[CH:30]=[C:29]([O:42][CH3:43])[C:28]=1[OH:44]. The yield is 0.590. (3) The reactants are C([O:4][C:5]1([C:8]([NH:10][C:11]2[N:12]=[C:13]3[CH:18]=[CH:17][C:16]([O:19][C:20]4[CH:25]=[CH:24][C:23]([CH3:26])=[C:22]([NH:27][C:28]([C:30]5[N:34]([CH3:35])[N:33]=[C:32]([CH3:36])[CH:31]=5)=[O:29])[CH:21]=4)=[N:15][N:14]3[CH:37]=2)=[O:9])[CH2:7][CH2:6]1)(=O)C.[OH-].[Na+].Cl.C(OCC)(=O)C. The catalyst is O1CCCC1. The product is [OH:4][C:5]1([C:8]([NH:10][C:11]2[N:12]=[C:13]3[CH:18]=[CH:17][C:16]([O:19][C:20]4[CH:25]=[CH:24][C:23]([CH3:26])=[C:22]([NH:27][C:28]([C:30]5[N:34]([CH3:35])[N:33]=[C:32]([CH3:36])[CH:31]=5)=[O:29])[CH:21]=4)=[N:15][N:14]3[CH:37]=2)=[O:9])[CH2:6][CH2:7]1. The yield is 0.860. (4) The reactants are C(N(CC)C(C)C)(C)C.O[C@@H:11]1[CH2:15][CH2:14][O:13][C:12]1=[O:16].FC(F)(F)S(OS(C(F)(F)F)(=O)=O)(=O)=O.[Cl:32][C:33]1[C:41]([F:42])=[CH:40][CH:39]=[C:38]2[C:34]=1[CH2:35][CH2:36][NH:37]2. The catalyst is C(Cl)Cl. The product is [Cl:32][C:33]1[C:41]([F:42])=[CH:40][CH:39]=[C:38]2[C:34]=1[CH2:35][CH2:36][N:37]2[C@H:11]1[CH2:15][CH2:14][O:13][C:12]1=[O:16]. The yield is 0.900. (5) The reactants are [CH:1]1([CH2:4][O:5][C:6]2([C:17]3[CH:22]=[CH:21][CH:20]=[CH:19][C:18]=3[CH3:23])[CH2:9][N:8](C(OC(C)(C)C)=O)[CH2:7]2)[CH2:3][CH2:2]1.[ClH:24]. The catalyst is C(OCC)(=O)C. The product is [ClH:24].[CH:1]1([CH2:4][O:5][C:6]2([C:17]3[CH:22]=[CH:21][CH:20]=[CH:19][C:18]=3[CH3:23])[CH2:7][NH:8][CH2:9]2)[CH2:2][CH2:3]1. The yield is 0.960.